From a dataset of Forward reaction prediction with 1.9M reactions from USPTO patents (1976-2016). Predict the product of the given reaction. (1) Given the reactants [C:1]([C:3]1([C:9]([O:11][CH2:12][CH3:13])=[O:10])[CH2:8][CH2:7][CH2:6][CH2:5][CH2:4]1)#[N:2], predict the reaction product. The product is: [NH2:2][CH2:1][C:3]1([C:9]([O:11][CH2:12][CH3:13])=[O:10])[CH2:8][CH2:7][CH2:6][CH2:5][CH2:4]1. (2) Given the reactants [OH:1][C:2]([CH3:17])([C:6]([NH:8][CH2:9][C:10]([F:16])([F:15])[C:11]([F:14])([F:13])[F:12])=[O:7])[C:3]([OH:5])=O.[NH2:18][C@@H:19]1[C:25](=[O:26])[NH:24][C:23]2[CH:27]=[C:28]([F:31])[CH:29]=[CH:30][C:22]=2[O:21][C@@H:20]1[CH:32]1[CH2:34][CH2:33]1, predict the reaction product. The product is: [CH:32]1([C@@H:20]2[C@H:19]([NH:18][C:3](=[O:5])[C:2]([OH:1])([CH3:17])[C:6]([NH:8][CH2:9][C:10]([F:16])([F:15])[C:11]([F:14])([F:13])[F:12])=[O:7])[C:25](=[O:26])[NH:24][C:23]3[CH:27]=[C:28]([F:31])[CH:29]=[CH:30][C:22]=3[O:21]2)[CH2:34][CH2:33]1.